This data is from Full USPTO retrosynthesis dataset with 1.9M reactions from patents (1976-2016). The task is: Predict the reactants needed to synthesize the given product. (1) Given the product [CH3:36][O:35][CH2:34][C@@H:33]([O:32][C:17]1[CH:16]=[C:15]([C:12]2[NH:11][C:10]([C:8]3[O:9][CH2:2][C@@H:3]([C@@H:4]([OH:6])[CH3:5])[N:7]=3)=[CH:14][CH:13]=2)[CH:20]=[C:19]([O:21][Si:22]([CH:29]([CH3:30])[CH3:31])([CH:26]([CH3:27])[CH3:28])[CH:23]([CH3:24])[CH3:25])[CH:18]=1)[CH3:37], predict the reactants needed to synthesize it. The reactants are: O[CH2:2][C@H:3]([NH:7][C:8]([C:10]1[NH:11][C:12]([C:15]2[CH:20]=[C:19]([O:21][Si:22]([CH:29]([CH3:31])[CH3:30])([CH:26]([CH3:28])[CH3:27])[CH:23]([CH3:25])[CH3:24])[CH:18]=[C:17]([O:32][C@@H:33]([CH3:37])[CH2:34][O:35][CH3:36])[CH:16]=2)=[CH:13][CH:14]=1)=[O:9])[C@@H:4]([OH:6])[CH3:5].CS(O)(=O)=O.C(N(CC)CC)C.[Cl-].[NH4+]. (2) Given the product [F:29][C:23]1[CH:24]=[CH:25][CH:26]=[C:27]([F:28])[C:22]=1[C:21]([NH:20][C:19]1[C:15]([C:8]2[NH:9][C:10]([CH2:11][CH:12]([CH3:14])[CH3:13])=[C:6]([C:4]([OH:5])=[O:3])[N:7]=2)=[N:16][N:17]([CH2:31][C:32]2[CH:37]=[CH:36][C:35]([O:38][CH3:39])=[CH:34][CH:33]=2)[CH:18]=1)=[O:30], predict the reactants needed to synthesize it. The reactants are: C([O:3][C:4]([C:6]1[N:7]=[C:8]([C:15]2[C:19]([NH:20][C:21](=[O:30])[C:22]3[C:27]([F:28])=[CH:26][CH:25]=[CH:24][C:23]=3[F:29])=[CH:18][N:17]([CH2:31][C:32]3[CH:37]=[CH:36][C:35]([O:38][CH3:39])=[CH:34][CH:33]=3)[N:16]=2)[NH:9][C:10]=1[CH2:11][CH:12]([CH3:14])[CH3:13])=[O:5])C.[OH-].[Na+]. (3) Given the product [C:9]1(=[C:8]([C:19]2[CH:24]=[CH:23][C:22]([C:31]3[CH:32]=[CH:33][O:29][CH:30]=3)=[CH:21][CH:20]=2)[C:5]2[CH:6]=[CH:7][C:2]([OH:1])=[CH:3][CH:4]=2)[CH2:18][CH2:17][CH2:12][CH2:13][CH2:37][CH2:11][CH2:10]1, predict the reactants needed to synthesize it. The reactants are: [OH:1][C:2]1[CH:7]=[CH:6][C:5]([C:8](=[C:19]2[CH2:24][C:23](C)(C)[CH2:22][C:21](C)(C)[CH2:20]2)[C:9]2[CH:18]=[CH:17][C:12]([C:13](OC)=O)=[CH:11][CH:10]=2)=[CH:4][CH:3]=1.[O:29]1[CH:33]=[CH:32][C:31](B(O)O)=[CH:30]1.[C:37]([O-])([O-])=O.[Na+].[Na+]. (4) The reactants are: [CH2:1]([C@@H:8]1[CH2:12][O:11][C:10](=[O:13])[N:9]1[C:14](=[O:19])[CH2:15][CH:16]([CH3:18])[CH3:17])[C:2]1[CH:7]=[CH:6][CH:5]=[CH:4][CH:3]=1.CCN(C(C)C)C(C)C.[O:29]1[CH2:34]CCOO1. Given the product [CH2:1]([C@@H:8]1[CH2:12][O:11][C:10](=[O:13])[N:9]1[C:14](=[O:19])[C@H:15]([CH2:34][OH:29])[CH:16]([CH3:17])[CH3:18])[C:2]1[CH:3]=[CH:4][CH:5]=[CH:6][CH:7]=1, predict the reactants needed to synthesize it.